From a dataset of Full USPTO retrosynthesis dataset with 1.9M reactions from patents (1976-2016). Predict the reactants needed to synthesize the given product. (1) Given the product [Br:1][C:2]1[CH:3]=[C:4]([CH2:9][S:10]([CH3:13])(=[O:11])=[O:12])[C:5]([NH:8][C:14](=[O:16])[CH3:15])=[N:6][CH:7]=1, predict the reactants needed to synthesize it. The reactants are: [Br:1][C:2]1[CH:3]=[C:4]([CH2:9][S:10]([CH3:13])(=[O:12])=[O:11])[C:5]([NH2:8])=[N:6][CH:7]=1.[C:14](OC(=O)C)(=[O:16])[CH3:15]. (2) Given the product [NH2:24][C:23]1[N:18]2[N:17]=[CH:16][C:15]([C@@H:13]3[O:14][C@H:9]([CH2:8][OH:7])[C@@H:10]([OH:11])[CH2:12]3)=[C:19]2[N:20]=[CH:21][N:22]=1, predict the reactants needed to synthesize it. The reactants are: C([Si]1(C(C)C)[O:11][C@H:10]2[CH2:12][C@H:13]([C:15]3[CH:16]=[N:17][N:18]4[C:23]([NH2:24])=[N:22][CH:21]=[N:20][C:19]=34)[O:14][C@@H:9]2[CH2:8][O:7][Si](C(C)C)(C(C)C)O1)(C)C.C1C=CN=CC=1.F.C([O-])(O)=O.[Na+]. (3) Given the product [Br:7][C:8]1[C:9]([F:33])=[CH:10][C:11]([CH3:32])=[C:12]([C:14]2[C:15](=[O:16])[NH:17][C:18]3([C:28]=2[OH:29])[CH2:19][CH2:20][C:21]2([O:25][CH2:24][CH2:23][O:22]2)[CH2:26][CH2:27]3)[CH:13]=1, predict the reactants needed to synthesize it. The reactants are: CC(C)([O-])C.[K+].[Br:7][C:8]1[C:9]([F:33])=[CH:10][C:11]([CH3:32])=[C:12]([CH2:14][C:15]([NH:17][C:18]2([C:28](OC)=[O:29])[CH2:27][CH2:26][C:21]3([O:25][CH2:24][CH2:23][O:22]3)[CH2:20][CH2:19]2)=[O:16])[CH:13]=1.Cl.